Predict which catalyst facilitates the given reaction. From a dataset of Catalyst prediction with 721,799 reactions and 888 catalyst types from USPTO. (1) Reactant: [CH3:1][NH2:2].[CH2:3]([O:5][C:6](=[O:19])[C:7]1[CH:12]=[C:11]([N+:13]([O-:15])=[O:14])[CH:10]=[C:9]([C:16](Cl)=[O:17])[CH:8]=1)[CH3:4]. Product: [CH2:3]([O:5][C:6](=[O:19])[C:7]1[CH:12]=[C:11]([N+:13]([O-:15])=[O:14])[CH:10]=[C:9]([C:16]([NH:2][CH3:1])=[O:17])[CH:8]=1)[CH3:4]. The catalyst class is: 1. (2) Reactant: [Si:1]([O:8][CH2:9][CH:10]1[O:15][CH2:14][CH2:13][NH:12][CH2:11]1)([C:4]([CH3:7])([CH3:6])[CH3:5])([CH3:3])[CH3:2].C(N(CC)CC)C.[Cl:23][CH2:24][CH2:25][CH2:26]I. Product: [Si:1]([O:8][CH2:9][CH:10]1[O:15][CH2:14][CH2:13][N:12]([CH2:26][CH2:25][CH2:24][Cl:23])[CH2:11]1)([C:4]([CH3:7])([CH3:5])[CH3:6])([CH3:2])[CH3:3]. The catalyst class is: 2. (3) Reactant: [CH:1]1([C:4]2[N:8]=[C:7]([CH2:9][CH2:10][NH:11]C(=O)OC(C)(C)C)[O:6][N:5]=2)[CH2:3][CH2:2]1.[ClH:19]. Product: [ClH:19].[CH:1]1([C:4]2[N:8]=[C:7]([CH2:9][CH2:10][NH2:11])[O:6][N:5]=2)[CH2:3][CH2:2]1. The catalyst class is: 4. (4) Reactant: Cl[C:2]1[N:7]=[C:6]([C:8]2[N:12]3[CH:13]=[CH:14][CH:15]=[CH:16][C:11]3=[N:10][C:9]=2[C:17]2[CH:18]=[CH:19][C:20]([O:34][CH3:35])=[C:21]([CH:33]=2)[C:22]([NH:24][C:25]2[C:30]([F:31])=[CH:29][CH:28]=[CH:27][C:26]=2[F:32])=[O:23])[CH:5]=[CH:4][N:3]=1.[CH3:36][C:37]1[C:38]([N:46]2[CH2:51][CH2:50][CH:49]([N:52]3[CH2:57][CH2:56][N:55]([S:58]([CH3:61])(=[O:60])=[O:59])[CH2:54][CH2:53]3)[CH2:48][CH2:47]2)=[CH:39][C:40]([O:44][CH3:45])=[C:41]([CH:43]=1)[NH2:42].C1(C)C=CC(S(O)(=O)=O)=CC=1. Product: [F:32][C:26]1[CH:27]=[CH:28][CH:29]=[C:30]([F:31])[C:25]=1[NH:24][C:22](=[O:23])[C:21]1[CH:33]=[C:17]([C:9]2[N:10]=[C:11]3[CH:16]=[CH:15][CH:14]=[CH:13][N:12]3[C:8]=2[C:6]2[CH:5]=[CH:4][N:3]=[C:2]([NH:42][C:41]3[CH:43]=[C:37]([CH3:36])[C:38]([N:46]4[CH2:51][CH2:50][CH:49]([N:52]5[CH2:53][CH2:54][N:55]([S:58]([CH3:61])(=[O:60])=[O:59])[CH2:56][CH2:57]5)[CH2:48][CH2:47]4)=[CH:39][C:40]=3[O:44][CH3:45])[N:7]=2)[CH:18]=[CH:19][C:20]=1[O:34][CH3:35]. The catalyst class is: 41. (5) Product: [O:14]1[CH2:15][CH2:16][O:17][CH:13]1[C:11]1[CH:12]=[C:7]([CH:32]([C:23]2[C:22]([N+:19]([O-:21])=[O:20])=[C:31]3[C:26]([CH:27]=[CH:28][CH:29]=[N:30]3)=[CH:25][CH:24]=2)[OH:33])[CH:8]=[CH:9][C:10]=1[F:18]. Reactant: [Mg].BrCCBr.Br[C:7]1[CH:8]=[CH:9][C:10]([F:18])=[C:11]([CH:13]2[O:17][CH2:16][CH2:15][O:14]2)[CH:12]=1.[N+:19]([C:22]1[C:23]([CH:32]=[O:33])=[CH:24][CH:25]=[C:26]2[C:31]=1[N:30]=[CH:29][CH:28]=[CH:27]2)([O-:21])=[O:20]. The catalyst class is: 1. (6) Reactant: [OH:1][CH:2]1[CH2:7][CH2:6][N:5]([C:8]([O:10][C:11]([CH3:14])([CH3:13])[CH3:12])=[O:9])[CH2:4][CH2:3]1.[CH3:15][S:16](Cl)(=[O:18])=[O:17]. Product: [CH3:15][S:16]([O:1][CH:2]1[CH2:3][CH2:4][N:5]([C:8]([O:10][C:11]([CH3:14])([CH3:13])[CH3:12])=[O:9])[CH2:6][CH2:7]1)(=[O:18])=[O:17]. The catalyst class is: 64.